From a dataset of Forward reaction prediction with 1.9M reactions from USPTO patents (1976-2016). Predict the product of the given reaction. (1) The product is: [CH2:22]([Sn:17]([CH2:13][CH2:14][CH2:15][CH3:16])([CH2:18][CH2:19][CH2:20][CH3:21])[CH2:29][O:28][CH2:26][CH3:27])[CH2:23][CH2:24][CH3:25]. Given the reactants C(NC(C)C)(C)C.C([Li])CCC.[CH2:13]([SnH:17]([CH2:22][CH2:23][CH2:24][CH3:25])[CH2:18][CH2:19][CH2:20][CH3:21])[CH2:14][CH2:15][CH3:16].[CH2:26]([O:28][CH2:29]Cl)[CH3:27].N, predict the reaction product. (2) Given the reactants Cl[C:2]1[CH:7]=C[C:5]([C@@H:8](CNC(C)C)[C:9]([N:11]2[CH2:16][CH2:15][N:14]([C:17]3[CH:22]=[CH:21][N:20]=[C:19]4[NH:23][CH:24]=[C:25]([NH:26]C(=O)CCC)[C:18]=34)[CH2:13][CH2:12]2)=O)=[CH:4][CH:3]=1.[C:37]([OH:45])(=O)[C:38]1[CH:43]=[CH:42][CH:41]=[N:40][CH:39]=1.C(N(CC)CC)C.C([O-])([O-])=O.[Na+].[Na+], predict the reaction product. The product is: [CH2:9]([N:11]1[CH2:16][CH2:15][N:14]([C:17]2[CH:22]=[CH:21][N:20]=[C:19]3[NH:23][CH:24]=[C:25]([NH:26][C:37](=[O:45])[C:38]4[CH:43]=[CH:42][CH:41]=[N:40][CH:39]=4)[C:18]=23)[CH2:13][CH2:12]1)[C:8]1[CH:7]=[CH:2][CH:3]=[CH:4][CH:5]=1.